Dataset: Forward reaction prediction with 1.9M reactions from USPTO patents (1976-2016). Task: Predict the product of the given reaction. (1) Given the reactants [NH2:1][C:2]1[C:3]([F:19])=[C:4]([C:15]([Cl:18])=[CH:16][CH:17]=1)[C:5]([O:7][CH2:8][C:9]1[CH:14]=[CH:13][CH:12]=[CH:11][CH:10]=1)=[O:6].ClCCl.[CH2:23]([S:26](Cl)(=[O:28])=[O:27])[CH2:24][CH3:25], predict the reaction product. The product is: [Cl:18][C:15]1[C:4]([C:5]([O:7][CH2:8][C:9]2[CH:14]=[CH:13][CH:12]=[CH:11][CH:10]=2)=[O:6])=[C:3]([F:19])[C:2]([N:1]([S:26]([CH2:23][CH2:24][CH3:25])(=[O:28])=[O:27])[S:26]([CH2:23][CH2:24][CH3:25])(=[O:28])=[O:27])=[CH:17][CH:16]=1. (2) Given the reactants [C:1]1(=[O:7])[O:6][C:4](=[O:5])[CH:3]=[CH:2]1.[CH:8]12[CH2:14][CH:11]([CH2:12][CH2:13]1)[CH:10]=[CH:9]2.[C:15]([O:19][C:20](=[O:23])[CH:21]=[CH2:22])([CH3:18])([CH3:17])[CH3:16].[C:24]([O:28][CH2:29][CH2:30][O:31][CH2:32][CH2:33][OH:34])(=[O:27])[CH:25]=[CH2:26], predict the reaction product. The product is: [C:8]12([C:3]3=[CH:2][C:1]([O:6][C:4]3=[O:5])=[O:7])[CH2:14][CH:11]([CH2:12][CH2:13]1)[CH:10]=[CH:9]2.[C:15]([O:19][C:20](=[O:23])[CH:21]=[CH2:22])([CH3:18])([CH3:17])[CH3:16].[C:24]([O:28][CH2:29][CH2:30][O:31][CH2:32][CH2:33][OH:34])(=[O:27])[CH:25]=[CH2:26]. (3) Given the reactants C(=O)([O-])[O-].[K+].[K+].[I-].[Na+].[NH2:9][CH2:10][CH2:11][OH:12].[CH:13]1([CH2:19][CH2:20]Br)[CH2:18][CH2:17][CH2:16][CH2:15][CH2:14]1.[Cl-:22].[NH4+], predict the reaction product. The product is: [ClH:22].[CH:13]1([CH2:19][CH2:20][NH:9][CH2:10][CH2:11][OH:12])[CH2:18][CH2:17][CH2:16][CH2:15][CH2:14]1. (4) The product is: [Si:1]([O:8][C@@H:9]([CH2:35][C@H:36]([OH:64])/[CH:37]=[CH:38]\[C@H:39]([CH3:63])[C@H:40]([O:55][Si:56]([C:59]([CH3:60])([CH3:61])[CH3:62])([CH3:58])[CH3:57])[C@@H:41]([CH3:54])[CH2:42][C@@H:43]([CH3:53])[CH2:44][O:45][Si:46]([C:49]([CH3:50])([CH3:51])[CH3:52])([CH3:48])[CH3:47])[C@H:10]([CH3:34])/[CH:11]=[CH:12]/[CH2:13][O:14][C:15]([C:28]1[CH:33]=[CH:32][CH:31]=[CH:30][CH:29]=1)([C:22]1[CH:23]=[CH:24][CH:25]=[CH:26][CH:27]=1)[C:16]1[CH:17]=[CH:18][CH:19]=[CH:20][CH:21]=1)([C:4]([CH3:5])([CH3:6])[CH3:7])([CH3:3])[CH3:2]. Given the reactants [Si:1]([O:8][C@@H:9]([CH2:35][C@H:36]([OH:64])[C:37]#[C:38][C@H:39]([CH3:63])[C@H:40]([O:55][Si:56]([C:59]([CH3:62])([CH3:61])[CH3:60])([CH3:58])[CH3:57])[C@@H:41]([CH3:54])[CH2:42][C@@H:43]([CH3:53])[CH2:44][O:45][Si:46]([C:49]([CH3:52])([CH3:51])[CH3:50])([CH3:48])[CH3:47])[C@H:10]([CH3:34])/[CH:11]=[CH:12]/[CH2:13][O:14][C:15]([C:28]1[CH:33]=[CH:32][CH:31]=[CH:30][CH:29]=1)([C:22]1[CH:27]=[CH:26][CH:25]=[CH:24][CH:23]=1)[C:16]1[CH:21]=[CH:20][CH:19]=[CH:18][CH:17]=1)([C:4]([CH3:7])([CH3:6])[CH3:5])([CH3:3])[CH3:2], predict the reaction product. (5) Given the reactants [CH3:1][O:2][C:3](=[O:25])[C:4]1[CH:9]=[CH:8][CH:7]=[N:6][C:5]=1[NH:10][C:11](=[O:24])[CH2:12][C:13]1[C:18]([CH2:19][CH3:20])=[CH:17][C:16]([CH3:21])=[CH:15][C:14]=1[CH2:22][CH3:23].I[CH3:27].[H-].[Na+], predict the reaction product. The product is: [CH3:1][O:2][C:3](=[O:25])[C:4]1[CH:9]=[CH:8][CH:7]=[N:6][C:5]=1[N:10]([C:11](=[O:24])[CH2:12][C:13]1[C:18]([CH2:19][CH3:20])=[CH:17][C:16]([CH3:21])=[CH:15][C:14]=1[CH2:22][CH3:23])[CH3:27]. (6) Given the reactants [CH2:1]([CH:3]1[CH2:8][CH2:7][CH2:6][CH2:5][C:4]1=[N:9]O)[CH3:2].[Na].Cl, predict the reaction product. The product is: [CH2:1]([CH:3]1[CH2:8][CH2:7][CH2:6][CH2:5][CH:4]1[NH2:9])[CH3:2]. (7) The product is: [Cl:33][C:32]1[C:27]([NH:26][C:2]2[N:7]=[C:6]([N:8]([CH:18]3[CH2:19][CH2:20]3)[CH2:9][C:10]3[CH:15]=[CH:14][C:13]([O:16][CH3:17])=[CH:12][CH:11]=3)[C:5]3=[N:21][CH:22]=[C:23]([C:24]#[N:25])[N:4]3[N:3]=2)=[N:28][C:29]([C:34]#[N:35])=[N:30][CH:31]=1. Given the reactants Cl[C:2]1[N:7]=[C:6]([N:8]([CH:18]2[CH2:20][CH2:19]2)[CH2:9][C:10]2[CH:15]=[CH:14][C:13]([O:16][CH3:17])=[CH:12][CH:11]=2)[C:5]2=[N:21][CH:22]=[C:23]([C:24]#[N:25])[N:4]2[N:3]=1.[NH2:26][C:27]1[C:32]([Cl:33])=[CH:31][N:30]=[C:29]([C:34]#[N:35])[N:28]=1.CC1(C)C2C(=C(P(C3C=CC=CC=3)C3C=CC=CC=3)C=CC=2)OC2C(P(C3C=CC=CC=3)C3C=CC=CC=3)=CC=CC1=2.C(=O)([O-])[O-].[Cs+].[Cs+], predict the reaction product.